Task: Predict the product of the given reaction.. Dataset: Forward reaction prediction with 1.9M reactions from USPTO patents (1976-2016) (1) Given the reactants C(O[C:4](=[C:11]1[C:19]2[C:14](=[CH:15][CH:16]=[C:17]([N+:20]([O-:22])=[O:21])[CH:18]=2)[NH:13][C:12]1=[O:23])[C:5]1[CH:10]=[CH:9][CH:8]=[CH:7][CH:6]=1)C.[CH3:24][CH:25]1[CH2:30][CH2:29][N:28]([CH2:31][C:32]2[CH:38]=[CH:37][C:35]([NH2:36])=[CH:34][CH:33]=2)[CH2:27][CH2:26]1, predict the reaction product. The product is: [CH3:24][CH:25]1[CH2:30][CH2:29][N:28]([CH2:31][C:32]2[CH:33]=[CH:34][C:35]([NH:36]/[C:4](=[C:11]3\[C:12](=[O:23])[NH:13][C:14]4[C:19]\3=[CH:18][C:17]([N+:20]([O-:22])=[O:21])=[CH:16][CH:15]=4)/[C:5]3[CH:10]=[CH:9][CH:8]=[CH:7][CH:6]=3)=[CH:37][CH:38]=2)[CH2:27][CH2:26]1. (2) Given the reactants [H-].[Na+].[C:3]1([C:26]2[CH:31]=[CH:30][CH:29]=[CH:28][CH:27]=2)[CH:8]=[CH:7][C:6]([C:9]([N:11]2[CH2:17][C:16]3[CH:18]=[CH:19][CH:20]=[N:21][C:15]=3[NH:14][C:13]3[CH:22]=[CH:23][CH:24]=[CH:25][C:12]2=3)=[O:10])=[CH:5][CH:4]=1.[CH3:32]I, predict the reaction product. The product is: [CH2:9]=[O:10].[C:3]1([C:26]2[CH:31]=[CH:30][CH:29]=[CH:28][CH:27]=2)[CH:4]=[CH:5][C:6]([C:9]([N:11]2[CH2:17][C:16]3[CH:18]=[CH:19][CH:20]=[N:21][C:15]=3[N:14]([CH3:32])[C:13]3[CH:22]=[CH:23][CH:24]=[CH:25][C:12]2=3)=[O:10])=[CH:7][CH:8]=1. (3) Given the reactants [F:1][C:2]1[CH:7]=[CH:6][CH:5]=[CH:4][C:3]=1[C:8]1[CH:13]=[CH:12][C:11]([C:14](O)=O)=[CH:10][C:9]=1[C:17]([F:20])([F:19])[F:18].C(Cl)CCl.C1C=CC2N(O)N=NC=2C=1.[OH:35][NH:36][C:37](=[NH:55])[C:38]1[CH:43]=[CH:42][C:41]([CH2:44][N:45]2[CH:49]=[CH:48][C:47]([C:50]([O:52][CH2:53]C)=[O:51])=[N:46]2)=[CH:40][CH:39]=1, predict the reaction product. The product is: [F:1][C:2]1[CH:7]=[CH:6][CH:5]=[CH:4][C:3]=1[C:8]1[CH:13]=[CH:12][C:11]([C:14]2[O:35][N:36]=[C:37]([C:38]3[CH:43]=[CH:42][C:41]([CH2:44][N:45]4[CH:49]=[CH:48][C:47]([C:50]([O:52][CH3:53])=[O:51])=[N:46]4)=[CH:40][CH:39]=3)[N:55]=2)=[CH:10][C:9]=1[C:17]([F:18])([F:19])[F:20]. (4) Given the reactants [F:1][C:2]1[CH:7]=[CH:6][CH:5]=[CH:4][C:3]=1[CH:8]=[CH:9][C:10]([NH:12][C@H:13]([C:26]([O:28]C)=[O:27])[CH2:14][CH2:15][CH2:16][CH2:17][NH:18][C:19]([O:21][C:22]([CH3:25])([CH3:24])[CH3:23])=[O:20])=[O:11].[OH-].[Na+], predict the reaction product. The product is: [F:1][C:2]1[CH:7]=[CH:6][CH:5]=[CH:4][C:3]=1[CH:8]=[CH:9][C:10]([NH:12][C@H:13]([C:26]([OH:28])=[O:27])[CH2:14][CH2:15][CH2:16][CH2:17][NH:18][C:19]([O:21][C:22]([CH3:23])([CH3:25])[CH3:24])=[O:20])=[O:11]. (5) Given the reactants C([Li])CCC.CCCCCC.Br[C:13]1[N:17]([CH3:18])[C:16]2[C:19]([CH:23]([CH2:26][CH3:27])[CH2:24][CH3:25])=[CH:20][CH:21]=[CH:22][C:15]=2[N:14]=1.[C:28]1([CH3:38])[CH:33]=[C:32]([CH3:34])[CH:31]=[C:30]([CH3:35])[C:29]=1[CH:36]=[O:37], predict the reaction product. The product is: [CH2:24]([CH:23]([C:19]1[C:16]2[N:17]([CH3:18])[C:13]([CH:36]([C:29]3[C:28]([CH3:38])=[CH:33][C:32]([CH3:34])=[CH:31][C:30]=3[CH3:35])[OH:37])=[N:14][C:15]=2[CH:22]=[CH:21][CH:20]=1)[CH2:26][CH3:27])[CH3:25]. (6) Given the reactants [N+](C1C=CC([N:10]([C:14]2[CH:19]=[CH:18][C:17]([C:20]3[CH:25]=[CH:24][N:23]=[CH:22][CH:21]=3)=[CH:16][CH:15]=2)[C:11](=[O:13])[O-])=CC=1)([O-])=O.C(N(CC)C(C)C)(C)C.[NH2:35][C@@H:36]([C:39]1[CH:44]=[CH:43][CH:42]=[CH:41][CH:40]=1)[CH2:37][OH:38], predict the reaction product. The product is: [OH:38][CH2:37][C@@H:36]([NH:35][C:11]([NH:10][C:14]1[CH:15]=[CH:16][C:17]([C:20]2[CH:21]=[CH:22][N:23]=[CH:24][CH:25]=2)=[CH:18][CH:19]=1)=[O:13])[C:39]1[CH:44]=[CH:43][CH:42]=[CH:41][CH:40]=1.